From a dataset of Forward reaction prediction with 1.9M reactions from USPTO patents (1976-2016). Predict the product of the given reaction. (1) The product is: [Cl:1][C:2]1[CH:22]=[CH:21][C:5]([C:6](/[N:8]=[C:9](/[NH:28][CH2:27][C:26]2[CH:29]=[C:30]([F:33])[C:31]([F:32])=[C:24]([F:23])[CH:25]=2)\[NH:10][C:11]2[NH:15][N:14]=[C:13]([C:16]([F:19])([F:18])[F:17])[CH:12]=2)=[O:7])=[CH:4][CH:3]=1. Given the reactants [Cl:1][C:2]1[CH:22]=[CH:21][C:5]([C:6]([NH:8][C:9](=S)[NH:10][C:11]2[NH:15][N:14]=[C:13]([C:16]([F:19])([F:18])[F:17])[CH:12]=2)=[O:7])=[CH:4][CH:3]=1.[F:23][C:24]1[CH:25]=[C:26]([CH:29]=[C:30]([F:33])[C:31]=1[F:32])[CH2:27][NH2:28].Cl.C(N=C=NCCCN(C)C)C, predict the reaction product. (2) Given the reactants CCO[C:4](C)=[O:5].[CH2:7]([O:14][C:15]1[CH:16]=[C:17]2[C:22](=[CH:23][C:24]=1[O:25][CH3:26])[CH2:21][N:20]([CH2:27][C:28]1[CH:33]=[CH:32][CH:31]=[C:30]([N+]([O-])=O)[CH:29]=1)[CH2:19][CH2:18]2)C1C=CC=CC=1.[CH3:37][OH:38].[OH2:39], predict the reaction product. The product is: [OH:39][C:31]1[CH:30]=[C:29]2[C:28](=[CH:33][C:32]=1[O:38][CH3:37])[CH2:27][N:20]([CH2:19][C:18]1[CH:23]=[C:24]([O:25][CH3:26])[C:15]([O:14][CH3:7])=[CH:16][C:17]=1[O:5][CH3:4])[CH2:21][CH2:22]2.